From a dataset of Peptide-MHC class II binding affinity with 134,281 pairs from IEDB. Regression. Given a peptide amino acid sequence and an MHC pseudo amino acid sequence, predict their binding affinity value. This is MHC class II binding data. (1) The peptide sequence is GFFTSVGKGIHTVFG. The MHC is DRB1_1302 with pseudo-sequence DRB1_1302. The binding affinity (normalized) is 0.0834. (2) The peptide sequence is SDFYGLISERFINYC. The MHC is DRB5_0101 with pseudo-sequence DRB5_0101. The binding affinity (normalized) is 0.783. (3) The peptide sequence is EHAFYLDWAVHSFRI. The MHC is HLA-DPA10201-DPB10101 with pseudo-sequence HLA-DPA10201-DPB10101. The binding affinity (normalized) is 0.367. (4) The peptide sequence is DQDLELSWNLNGLQAY. The MHC is DRB1_1302 with pseudo-sequence DRB1_1302. The binding affinity (normalized) is 0.629. (5) The peptide sequence is AAESSSKAALTSKLD. The MHC is HLA-DQA10501-DQB10201 with pseudo-sequence HLA-DQA10501-DQB10201. The binding affinity (normalized) is 0.0331.